Dataset: Forward reaction prediction with 1.9M reactions from USPTO patents (1976-2016). Task: Predict the product of the given reaction. Given the reactants [C:1]([O:5][C:6](=[O:21])[NH:7][C:8]1[CH:13]=[CH:12][C:11]([C:14]2[CH:19]=[CH:18][CH:17]=[CH:16][CH:15]=2)=[CH:10][C:9]=1[NH2:20])([CH3:4])([CH3:3])[CH3:2].C([O:24][C:25](=O)[CH2:26][C:27]([C:29]1[CH:34]=[CH:33][CH:32]=[C:31]([N:35]=[N+:36]=[N-:37])[CH:30]=1)=[O:28])C.N(C1C=C(C=CC=1)C(Cl)=O)=[N+]=[N-], predict the reaction product. The product is: [C:1]([O:5][C:6](=[O:21])[NH:7][C:8]1[CH:13]=[CH:12][C:11]([C:14]2[CH:15]=[CH:16][CH:17]=[CH:18][CH:19]=2)=[CH:10][C:9]=1[NH:20][C:25](=[O:24])[CH2:26][C:27]([C:29]1[CH:34]=[CH:33][CH:32]=[C:31]([N:35]=[N+:36]=[N-:37])[CH:30]=1)=[O:28])([CH3:4])([CH3:2])[CH3:3].